Dataset: Forward reaction prediction with 1.9M reactions from USPTO patents (1976-2016). Task: Predict the product of the given reaction. The product is: [C:1]([NH:5][C:6]1[S:7][CH2:8][C:9]2([N:30]=1)[C:22]1[CH:21]=[C:20]([O:23][CH2:38][C:39]([CH3:42])([CH3:41])[CH3:40])[CH:19]=[CH:18][C:17]=1[O:16][C:15]1[C:10]2=[CH:11][C:12]([C:24]2[CH:25]=[N:26][CH:27]=[N:28][CH:29]=2)=[CH:13][CH:14]=1)([CH3:4])([CH3:2])[CH3:3]. Given the reactants [C:1]([NH:5][C:6]1[S:7][CH2:8][C:9]2([N:30]=1)[C:22]1[CH:21]=[C:20]([OH:23])[CH:19]=[CH:18][C:17]=1[O:16][C:15]1[C:10]2=[CH:11][C:12]([C:24]2[CH:25]=[N:26][CH:27]=[N:28][CH:29]=2)=[CH:13][CH:14]=1)([CH3:4])([CH3:3])[CH3:2].C(=O)([O-])[O-].[Cs+].[Cs+].I[CH2:38][C:39]([CH3:42])([CH3:41])[CH3:40], predict the reaction product.